Dataset: Peptide-MHC class I binding affinity with 185,985 pairs from IEDB/IMGT. Task: Regression. Given a peptide amino acid sequence and an MHC pseudo amino acid sequence, predict their binding affinity value. This is MHC class I binding data. (1) The peptide sequence is DLKRIGASL. The MHC is HLA-B40:01 with pseudo-sequence HLA-B40:01. The binding affinity (normalized) is 0.0847. (2) The peptide sequence is YIKIFIMIV. The MHC is HLA-A69:01 with pseudo-sequence HLA-A69:01. The binding affinity (normalized) is 0.0847. (3) The peptide sequence is RQWPTAFEF. The MHC is Mamu-B3901 with pseudo-sequence Mamu-B3901. The binding affinity (normalized) is 0.401.